Dataset: Reaction yield outcomes from USPTO patents with 853,638 reactions. Task: Predict the reaction yield, written as a fraction of the theoretical maximum amount of product (1.0 means a 100% yield; for example, 0.34 means a 34% yield). (1) The reactants are [Br-].FC1(F)OC2C=C(C)C(C3N=[CH:14][C:15]([NH:18][C:19](=O)[C:20]4[CH:25]=[CH:24][CH:23]=[CH:22][C:21]=4F)=[N:16]C=3)=CC=2O1.P([O-])([O-])([O-])=O.[K+].[K+].[K+].O1[CH2:43][CH2:42][O:41][CH2:40][CH2:39]1.[C:44](#N)C.O. No catalyst specified. The product is [CH3:39][C:40]1[O:41][C:42]2[CH:43]=[CH:21][CH:22]=[CH:23][C:24]=2[C:25]=1[C:20]1[CH:44]=[CH:14][C:15]([NH2:16])=[N:18][CH:19]=1. The yield is 0.760. (2) The reactants are [NH2:1][C:2]1[CH:7]=[CH:6][C:5](Br)=[CH:4][N:3]=1.[CH3:9][N:10]1[CH:14]=[C:13](B2OC(C)(C)C(C)(C)O2)[CH:12]=[N:11]1.C(=O)([O-])[O-].[K+].[K+]. The catalyst is COCCOC.O.CC(P(C(C)(C)C)C1[CH-]C=CC=1)(C)C.CC(P(C(C)(C)C)C1[CH-]C=CC=1)(C)C.[Cl-].[Cl-].[Fe+2].[Pd+2]. The product is [CH3:9][N:10]1[CH:14]=[C:13]([C:5]2[CH:6]=[CH:7][C:2]([NH2:1])=[N:3][CH:4]=2)[CH:12]=[N:11]1. The yield is 0.660. (3) The reactants are Br[C:2]1[CH:7]=[C:6]([N+:8]([O-:10])=[O:9])[CH:5]=[C:4]([Cl:11])[CH:3]=1.[B:12]1([B:12]2[O:16][C:15]([CH3:18])([CH3:17])[C:14]([CH3:20])([CH3:19])[O:13]2)[O:16][C:15]([CH3:18])([CH3:17])[C:14]([CH3:20])([CH3:19])[O:13]1.C([O-])(=O)C.[K+].CS(C)=O. The catalyst is C(OCC)(=O)C.Cl[Pd]Cl. The product is [Cl:11][C:4]1[CH:3]=[C:2]([B:12]2[O:16][C:15]([CH3:18])([CH3:17])[C:14]([CH3:20])([CH3:19])[O:13]2)[CH:7]=[C:6]([N+:8]([O-:10])=[O:9])[CH:5]=1.[CH3:17][C:15]([OH:16])([C:14]([CH3:20])([OH:13])[CH3:19])[CH3:18]. The yield is 0.850. (4) The reactants are [OH:1][C:2]1[CH:3]=[C:4]([C:12]([O:14]C)=[O:13])[CH:5]=[C:6]([CH:11]=1)[C:7]([O:9]C)=[O:8].[OH-].[Li+]. The catalyst is C1COCC1. The product is [OH:1][C:2]1[CH:3]=[C:4]([C:12]([OH:14])=[O:13])[CH:5]=[C:6]([CH:11]=1)[C:7]([OH:9])=[O:8]. The yield is 0.580. (5) The reactants are [C:1]([O:5][C:6](=[O:18])[NH:7][C:8]1[CH:13]=[CH:12][C:11]([CH3:14])=[C:10]([N+:15]([O-])=O)[CH:9]=1)([CH3:4])([CH3:3])[CH3:2].O1CCCC1. The catalyst is C(O)C.[C].[Pd]. The product is [C:1]([O:5][C:6](=[O:18])[NH:7][C:8]1[CH:13]=[CH:12][C:11]([CH3:14])=[C:10]([NH2:15])[CH:9]=1)([CH3:4])([CH3:2])[CH3:3]. The yield is 0.990. (6) The reactants are Cl[C:2]1[C:3]2[C@H:11]([CH3:12])[CH2:10][C:9](=[O:13])[NH:8][C:4]=2[N:5]=[CH:6][N:7]=1.C(N(CC)CC)C.[N:21]1([CH2:26][CH2:27][N:28]2[CH:32]=[C:31]([CH:33]3[CH2:38][CH2:37][O:36][CH2:35][CH2:34]3)[N:30]=[C:29]2[CH:39]2[CH2:44][CH2:43][NH:42][CH2:41][CH2:40]2)[CH2:25][CH2:24][CH2:23][CH2:22]1.[OH-].[Na+]. The catalyst is C(OCC)(=O)C.O.CN1CCCC1=O. The product is [CH3:12][C@H:11]1[C:3]2[C:2]([N:42]3[CH2:41][CH2:40][CH:39]([C:29]4[N:28]([CH2:27][CH2:26][N:21]5[CH2:22][CH2:23][CH2:24][CH2:25]5)[CH:32]=[C:31]([CH:33]5[CH2:34][CH2:35][O:36][CH2:37][CH2:38]5)[N:30]=4)[CH2:44][CH2:43]3)=[N:7][CH:6]=[N:5][C:4]=2[NH:8][C:9](=[O:13])[CH2:10]1. The yield is 0.420.